This data is from Catalyst prediction with 721,799 reactions and 888 catalyst types from USPTO. The task is: Predict which catalyst facilitates the given reaction. (1) Reactant: [Cl:1]N1C(=O)CCC1=O.[N:9]1([C:15]2[N:16]=[C:17]([CH2:22][C:23]([O:25][CH2:26][CH3:27])=[O:24])[NH:18][C:19](=[O:21])[CH:20]=2)[CH2:14][CH2:13][O:12][CH2:11][CH2:10]1.O.ClCCl. Product: [CH2:26]([O:25][C:23](=[O:24])[CH2:22][C:17]1[NH:18][C:19](=[O:21])[C:20]([Cl:1])=[C:15]([N:9]2[CH2:10][CH2:11][O:12][CH2:13][CH2:14]2)[N:16]=1)[CH3:27]. The catalyst class is: 22. (2) Reactant: [C:9](O[C:9]([O:11][C:12]([CH3:15])([CH3:14])[CH3:13])=[O:10])([O:11][C:12]([CH3:15])([CH3:14])[CH3:13])=[O:10].[OH-].[Na+].[NH2:18][C:19]1([C:24]([OH:26])=[O:25])[CH2:23][CH2:22][CH2:21][CH2:20]1.Cl. Product: [C:12]([O:11][C:9]([NH:18][C:19]1([C:24]([OH:26])=[O:25])[CH2:23][CH2:22][CH2:21][CH2:20]1)=[O:10])([CH3:13])([CH3:14])[CH3:15]. The catalyst class is: 217. (3) Reactant: [C:1]([N:8]1[CH2:15][C@@H:14]([N:16]([C:25](=[O:27])[CH3:26])[CH:17]2[CH2:22][CH2:21][C:20]([CH3:24])([CH3:23])[CH2:19][CH2:18]2)[CH2:13][C@H:9]1[C:10]([OH:12])=O)([O:3][C:4]([CH3:7])([CH3:6])[CH3:5])=[O:2].CCN(C(C)C)C(C)C.[NH:37]1[CH2:42][CH2:41][NH:40][CH2:39][CH2:38]1.CN(C(ON1N=NC2C=CC=CC1=2)=[N+](C)C)C.F[P-](F)(F)(F)(F)F. Product: [C:1]([N:8]1[CH2:15][C@@H:14]([N:16]([C:25](=[O:27])[CH3:26])[CH:17]2[CH2:18][CH2:19][C:20]([CH3:24])([CH3:23])[CH2:21][CH2:22]2)[CH2:13][C@H:9]1[C:10]([N:37]1[CH2:42][CH2:41][NH:40][CH2:39][CH2:38]1)=[O:12])([O:3][C:4]([CH3:7])([CH3:5])[CH3:6])=[O:2]. The catalyst class is: 3.